Predict the reaction yield, written as a fraction of the theoretical maximum amount of product (1.0 means a 100% yield; for example, 0.34 means a 34% yield). From a dataset of Reaction yield outcomes from USPTO patents with 853,638 reactions. (1) The reactants are [CH2:1]([C:3]1[CH:8]=[C:7]([O:9][CH3:10])[C:6]([F:11])=[CH:5][C:4]=1[C:12]1[CH:20]=[C:19]2[C:15]([C:16]([Sn](C)(C)C)=[N:17][N:18]2[CH:21]2[CH2:26][CH2:25][CH2:24][CH2:23][O:22]2)=[CH:14][CH:13]=1)[CH3:2].[C:31]([O:35][C:36]([N:38]1[CH2:44][CH2:43][C:42]2[N:45]=[C:46](I)[N:47]([CH2:48][O:49][CH2:50][CH2:51][Si:52]([CH3:55])([CH3:54])[CH3:53])[C:41]=2[CH2:40][CH2:39]1)=[O:37])([CH3:34])([CH3:33])[CH3:32]. The catalyst is C1(C)C=CC=CC=1.[Cu]I.[Pd].C1(P(C2C=CC=CC=2)C2C=CC=CC=2)C=CC=CC=1.C1(P(C2C=CC=CC=2)C2C=CC=CC=2)C=CC=CC=1.C1(P(C2C=CC=CC=2)C2C=CC=CC=2)C=CC=CC=1.C1(P(C2C=CC=CC=2)C2C=CC=CC=2)C=CC=CC=1. The product is [C:31]([O:35][C:36]([N:38]1[CH2:44][CH2:43][C:42]2[N:45]=[C:46]([C:16]3[C:15]4[C:19](=[CH:20][C:12]([C:4]5[CH:5]=[C:6]([F:11])[C:7]([O:9][CH3:10])=[CH:8][C:3]=5[CH2:1][CH3:2])=[CH:13][CH:14]=4)[N:18]([CH:21]4[CH2:26][CH2:25][CH2:24][CH2:23][O:22]4)[N:17]=3)[N:47]([CH2:48][O:49][CH2:50][CH2:51][Si:52]([CH3:55])([CH3:54])[CH3:53])[C:41]=2[CH2:40][CH2:39]1)=[O:37])([CH3:34])([CH3:33])[CH3:32]. The yield is 0.570. (2) The reactants are [OH-].[Na+].[OH:3][C:4]1[CH:46]=[CH:45][C:7]2[N:8]([CH2:19][CH2:20][CH2:21][CH2:22][CH2:23][CH2:24][CH2:25][CH2:26][CH:27]([CH2:33][CH2:34][CH2:35][CH2:36][CH2:37][C:38]([F:44])([F:43])[C:39]([F:42])([F:41])[F:40])[C:28]([O:30]CC)=[O:29])[C@H:9]([C:12]3[CH:17]=[CH:16][C:15]([OH:18])=[CH:14][CH:13]=3)[CH2:10][O:11][C:6]=2[CH:5]=1.Cl.C(OCC)(=O)C.CCCCCC. The catalyst is C(O)C. The product is [OH:3][C:4]1[CH:46]=[CH:45][C:7]2[N:8]([CH2:19][CH2:20][CH2:21][CH2:22][CH2:23][CH2:24][CH2:25][CH2:26][CH:27]([CH2:33][CH2:34][CH2:35][CH2:36][CH2:37][C:38]([F:44])([F:43])[C:39]([F:40])([F:41])[F:42])[C:28]([OH:30])=[O:29])[C@H:9]([C:12]3[CH:17]=[CH:16][C:15]([OH:18])=[CH:14][CH:13]=3)[CH2:10][O:11][C:6]=2[CH:5]=1. The yield is 0.760. (3) The reactants are [CH:1]1([CH:4]=O)[CH2:3][CH2:2]1.N1CCCCC1.[NH2:12][C:13]1[N:18]=[CH:17][N:16]=[C:15]2[N:19]([CH2:37][C@H:38]3[CH2:42][CH2:41][CH2:40][N:39]3[C:43](=[O:47])[CH2:44][C:45]#[N:46])[N:20]=[C:21]([C:22]3[CH:27]=[CH:26][C:25]([O:28][C:29]4[CH:34]=[C:33]([F:35])[CH:32]=[C:31]([F:36])[CH:30]=4)=[CH:24][CH:23]=3)[C:14]=12. The catalyst is CO. The product is [NH2:12][C:13]1[N:18]=[CH:17][N:16]=[C:15]2[N:19]([CH2:37][C@H:38]3[CH2:42][CH2:41][CH2:40][N:39]3[C:43]([C:44](=[CH:4][CH:1]3[CH2:2][CH2:3]3)[C:45]#[N:46])=[O:47])[N:20]=[C:21]([C:22]3[CH:27]=[CH:26][C:25]([O:28][C:29]4[CH:30]=[C:31]([F:36])[CH:32]=[C:33]([F:35])[CH:34]=4)=[CH:24][CH:23]=3)[C:14]=12. The yield is 0.450. (4) The reactants are [CH3:1][O:2][C:3]1[CH:4]=[C:5]2[C:9](=[CH:10][C:11]=1[OH:12])[N:8]([CH3:13])[CH:7]=[C:6]2[C:14]1[N:22]([S:23]([C:26]2[CH:31]=[CH:30][C:29]([CH3:32])=[CH:28][CH:27]=2)(=[O:25])=[O:24])[C:17]2=[N:18][CH:19]=[CH:20][CH:21]=[C:16]2[CH:15]=1.[H-].[Na+].Br[CH2:36][CH2:37][Cl:38].C1CCCCC1.C(OCC)(=O)C. The catalyst is CN(C)C=O.O.C(OCC)(=O)C. The product is [Cl:38][CH2:37][CH2:36][O:12][C:11]1[CH:10]=[C:9]2[C:5]([C:6]([C:14]3[N:22]([S:23]([C:26]4[CH:27]=[CH:28][C:29]([CH3:32])=[CH:30][CH:31]=4)(=[O:25])=[O:24])[C:17]4=[N:18][CH:19]=[CH:20][CH:21]=[C:16]4[CH:15]=3)=[CH:7][N:8]2[CH3:13])=[CH:4][C:3]=1[O:2][CH3:1]. The yield is 0.720. (5) The reactants are [CH3:1][C:2]1[CH:3]=[C:4]([CH:6]=[C:7]([CH3:9])[CH:8]=1)[NH2:5].N1C=CC=CC=1.[Cl:16][C:17]1[CH:22]=[C:21]([Cl:23])[C:20]([CH3:24])=[CH:19][C:18]=1[S:25](Cl)(=[O:27])=[O:26]. The catalyst is C(Cl)Cl. The product is [Cl:16][C:17]1[CH:22]=[C:21]([Cl:23])[C:20]([CH3:24])=[CH:19][C:18]=1[S:25]([NH:5][C:4]1[CH:6]=[C:7]([CH3:9])[CH:8]=[C:2]([CH3:1])[CH:3]=1)(=[O:27])=[O:26]. The yield is 0.420.